Dataset: Full USPTO retrosynthesis dataset with 1.9M reactions from patents (1976-2016). Task: Predict the reactants needed to synthesize the given product. (1) Given the product [Br:6][C:7]1[CH:8]=[CH:9][C:10]([CH:4]([OH:3])[CH2:5][CH2:19][CH2:15][CH2:16][CH3:17])=[CH:13][CH:14]=1, predict the reactants needed to synthesize it. The reactants are: CC[O:3][CH2:4][CH3:5].[Br:6][C:7]1[CH:14]=[CH:13][C:10](C=O)=[CH:9][CH:8]=1.[CH2:15]1[CH2:19]O[CH2:17][CH2:16]1. (2) Given the product [CH2:18]([N:25]1[CH2:29][CH2:28][N:27]([C:30]2[S:31][C:32]([C:36]([NH:16][CH2:15][C:14]3[O:17][C:11]([CH3:10])=[CH:12][CH:13]=3)=[O:37])=[C:33]([CH3:35])[N:34]=2)[C:26]1=[O:39])[C:19]1[CH:24]=[CH:23][CH:22]=[CH:21][CH:20]=1, predict the reactants needed to synthesize it. The reactants are: FC1C=CC(CN)=CC=1.[CH3:10][C:11]1[O:17][C:14]([CH2:15][NH2:16])=[CH:13][CH:12]=1.[CH2:18]([N:25]1[CH2:29][CH2:28][N:27]([C:30]2[S:31][C:32]([C:36](O)=[O:37])=[C:33]([CH3:35])[N:34]=2)[C:26]1=[O:39])[C:19]1[CH:24]=[CH:23][CH:22]=[CH:21][CH:20]=1. (3) Given the product [F:46][C:41]1[CH:42]=[CH:43][CH:44]=[C:45]2[C:40]=1[CH2:39][CH2:38][CH2:37][CH:36]2[CH2:35][N:1]1[CH:5]=[C:4]([C:6]2[CH:11]=[C:10]([C:12]3[N:13]=[N:14][NH:15][C:16]=3[C:17]([F:19])([F:18])[F:20])[CH:9]=[CH:8][N:7]=2)[N:3]=[CH:2]1, predict the reactants needed to synthesize it. The reactants are: [NH:1]1[CH:5]=[C:4]([C:6]2[CH:11]=[C:10]([C:12]3[N:13]=[N:14][N:15](CC4C=CC(OC)=CC=4)[C:16]=3[C:17]([F:20])([F:19])[F:18])[CH:9]=[CH:8][N:7]=2)[N:3]=[CH:2]1.CS(O[CH2:35][CH:36]1[C:45]2[C:40](=[C:41]([F:46])[CH:42]=[CH:43][CH:44]=2)[CH2:39][CH2:38][CH2:37]1)(=O)=O.C([O-])([O-])=O.[Cs+].[Cs+]. (4) Given the product [N:1]([C@@H:4]1[CH2:8][N:7]([C:9](=[O:29])[C@@H:10]([NH:15][C:16](=[O:28])[C@@H:17]([N:19]([CH3:20])[C:21](=[O:22])[O:23][C:24]([CH3:27])([CH3:26])[CH3:25])[CH3:18])[C:11]([CH3:14])([CH3:13])[CH3:12])[C@H:6]([C:30](=[O:32])[NH:46][C@H:36]2[C:45]3[C:40](=[CH:41][CH:42]=[CH:43][CH:44]=3)[CH2:39][CH2:38][CH2:37]2)[CH2:5]1)=[N+:2]=[N-:3], predict the reactants needed to synthesize it. The reactants are: [N:1]([C@@H:4]1[CH2:8][N:7]([C:9](=[O:29])[C@@H:10]([NH:15][C:16](=[O:28])[C@@H:17]([N:19]([C:21]([O:23][C:24]([CH3:27])([CH3:26])[CH3:25])=[O:22])[CH3:20])[CH3:18])[C:11]([CH3:14])([CH3:13])[CH3:12])[C@H:6]([C:30]([O:32]C)=O)[CH2:5]1)=[N+:2]=[N-:3].[Li+].[OH-].[C@H:36]1([NH2:46])[C:45]2[C:40](=[CH:41][CH:42]=[CH:43][CH:44]=2)[CH2:39][CH2:38][CH2:37]1. (5) Given the product [S:1].[S:3]([O-:7])([O-:6])(=[O:5])=[O:4].[Zn+2:8].[S:10]([O-:14])([O-:13])(=[O:12])=[O:11].[Mg+2:15], predict the reactants needed to synthesize it. The reactants are: [S:1].O.[S:3]([O-:7])([O-:6])(=[O:5])=[O:4].[Zn+2:8].O.[S:10]([O-:14])([O-:13])(=[O:12])=[O:11].[Mg+2:15]. (6) Given the product [C:1]([O:5][CH2:6][CH2:7][CH2:8][CH2:9][CH2:10][CH:11]([CH3:13])[CH3:12])(=[O:4])[CH:2]=[CH2:3].[C:14]([NH2:18])(=[O:17])[CH:15]=[CH2:16].[C:19]([O:22][CH:23]=[CH2:24])(=[O:21])[CH3:20], predict the reactants needed to synthesize it. The reactants are: [C:1]([O:5][CH2:6][CH2:7][CH2:8][CH2:9][CH2:10][CH:11]([CH3:13])[CH3:12])(=[O:4])[CH:2]=[CH2:3].[C:14]([NH2:18])(=[O:17])[CH:15]=[CH2:16].[C:19]([O:22][CH:23]=[CH2:24])(=[O:21])[CH3:20].N(C(C)(CC)C#N)=NC(C)(CC)C#N. (7) Given the product [CH2:1]([C@@H:6]1[CH2:8][C@H:7]1[O:9][C:18]([O:17][N:14]1[C:15](=[O:16])[CH2:10][CH2:11][C:12]1=[O:13])=[O:19])[CH2:2][CH2:3][C:4]#[CH:5], predict the reactants needed to synthesize it. The reactants are: [CH2:1]([C@@H:6]1[CH2:8][C@H:7]1[OH:9])[CH2:2][CH2:3][CH:4]=[CH2:5].[CH2:10]1[C:15](=[O:16])[N:14]([O:17][C:18](ON2C(=O)CCC2=O)=[O:19])[C:12](=[O:13])[CH2:11]1.C(N(CC)CC)C.